Dataset: Peptide-MHC class I binding affinity with 185,985 pairs from IEDB/IMGT. Task: Regression. Given a peptide amino acid sequence and an MHC pseudo amino acid sequence, predict their binding affinity value. This is MHC class I binding data. (1) The peptide sequence is FVNRYGVAY. The binding affinity (normalized) is 0.0847. The MHC is HLA-B38:01 with pseudo-sequence HLA-B38:01. (2) The binding affinity (normalized) is 0.898. The peptide sequence is LTMVAGAVW. The MHC is HLA-B58:01 with pseudo-sequence HLA-B58:01. (3) The peptide sequence is ATLMKTSCSK. The MHC is HLA-A02:03 with pseudo-sequence HLA-A02:03. The binding affinity (normalized) is 0. (4) The peptide sequence is FGFNGTRA. The MHC is HLA-B27:05 with pseudo-sequence HLA-B27:05. The binding affinity (normalized) is 0. (5) The peptide sequence is SGPSNTYPEI. The MHC is Patr-A0401 with pseudo-sequence Patr-A0401. The binding affinity (normalized) is 0. (6) The peptide sequence is VPGLSPEAL. The MHC is HLA-A11:01 with pseudo-sequence HLA-A11:01. The binding affinity (normalized) is 0.213. (7) The peptide sequence is MLTNASGHA. The MHC is HLA-A02:01 with pseudo-sequence HLA-A02:01. The binding affinity (normalized) is 0.510.